From a dataset of NCI-60 drug combinations with 297,098 pairs across 59 cell lines. Regression. Given two drug SMILES strings and cell line genomic features, predict the synergy score measuring deviation from expected non-interaction effect. (1) Drug 1: CC1=C2C(C(=O)C3(C(CC4C(C3C(C(C2(C)C)(CC1OC(=O)C(C(C5=CC=CC=C5)NC(=O)OC(C)(C)C)O)O)OC(=O)C6=CC=CC=C6)(CO4)OC(=O)C)O)C)O. Drug 2: C1CN(CCN1C(=O)CCBr)C(=O)CCBr. Cell line: OVCAR-4. Synergy scores: CSS=2.93, Synergy_ZIP=-0.802, Synergy_Bliss=-0.370, Synergy_Loewe=-2.20, Synergy_HSA=-1.84. (2) Drug 1: CCCS(=O)(=O)NC1=C(C(=C(C=C1)F)C(=O)C2=CNC3=C2C=C(C=N3)C4=CC=C(C=C4)Cl)F. Drug 2: C1=NNC2=C1C(=O)NC=N2. Cell line: NCI-H226. Synergy scores: CSS=9.59, Synergy_ZIP=0.936, Synergy_Bliss=4.88, Synergy_Loewe=0.348, Synergy_HSA=1.49. (3) Drug 1: C1CC(=O)NC(=O)C1N2C(=O)C3=CC=CC=C3C2=O. Drug 2: C(CCl)NC(=O)N(CCCl)N=O. Cell line: MCF7. Synergy scores: CSS=-2.46, Synergy_ZIP=-0.354, Synergy_Bliss=-2.33, Synergy_Loewe=-3.76, Synergy_HSA=-3.02.